Dataset: Reaction yield outcomes from USPTO patents with 853,638 reactions. Task: Predict the reaction yield, written as a fraction of the theoretical maximum amount of product (1.0 means a 100% yield; for example, 0.34 means a 34% yield). (1) The reactants are [C:1]([C:3]1[CH:8]=[CH:7][CH:6]=[CH:5][C:4]=1[C:9]1[CH:14]=[CH:13][C:12]([CH:15]([CH:17]([C:23](=O)[CH2:24][CH2:25][CH3:26])[C:18](OCC)=[O:19])[CH3:16])=[CH:11][CH:10]=1)#[N:2].[O:28]1[C:32]2([CH2:37][CH2:36][CH:35]([NH:38][C:39]3[NH:43][CH:42]=[N:41][N:40]=3)[CH2:34][CH2:33]2)[O:31][CH2:30][CH2:29]1.N12CCCN=C1CCCCC2.C(N(CC)C1C=CC=CC=1)C. The catalyst is Cl. The product is [O:28]1[C:32]2([CH2:33][CH2:34][CH:35]([N:38]3[C:18](=[O:19])[C:17]([CH:15]([C:12]4[CH:13]=[CH:14][C:9]([C:4]5[C:3]([C:1]#[N:2])=[CH:8][CH:7]=[CH:6][CH:5]=5)=[CH:10][CH:11]=4)[CH3:16])=[C:23]([CH2:24][CH2:25][CH3:26])[N:40]4[N:41]=[CH:42][N:43]=[C:39]34)[CH2:36][CH2:37]2)[O:31][CH2:30][CH2:29]1. The yield is 0.430. (2) The reactants are [CH2:1]([C:3]1[C:4]([C:19]#[N:20])=[C:5]2[NH:18][CH:17]=[CH:16][N:6]2[C:7](=O)[C:8]=1[CH2:9][CH2:10][CH2:11][CH2:12][CH2:13][CH3:14])[CH3:2].P(Cl)(Cl)([Cl:23])=O. No catalyst specified. The product is [Cl:23][C:7]1[N:6]2[CH:16]=[CH:17][N:18]=[C:5]2[C:4]([C:19]#[N:20])=[C:3]([CH2:1][CH3:2])[C:8]=1[CH2:9][CH2:10][CH2:11][CH2:12][CH2:13][CH3:14]. The yield is 0.450. (3) The reactants are [Br:1][C:2]1[CH:3]=[C:4]([C:31]([NH:33][CH2:34][CH2:35][CH2:36][CH2:37][CH2:38][CH2:39][CH2:40][CH2:41][C:42]2C=C[CH:45]=[CH:44][CH:43]=2)=[O:32])[CH:5]=[C:6]([C:21]2[CH:26]=[CH:25][CH:24]=[C:23]([C:27]([F:30])([F:29])[F:28])[CH:22]=2)[C:7]=1[O:8][CH2:9][CH2:10][NH:11][C:12]([NH:14]C(=O)C(Cl)(Cl)Cl)=[O:13].[OH-].[Na+]. The catalyst is C(Cl)Cl.CO. The product is [CH2:34]([NH:33][C:31]([C:4]1[CH:5]=[C:6]([C:21]2[CH:26]=[CH:25][CH:24]=[C:23]([C:27]([F:30])([F:28])[F:29])[CH:22]=2)[C:7]([O:8][CH2:9][CH2:10][NH:11][C:12]([NH2:14])=[O:13])=[C:2]([Br:1])[CH:3]=1)=[O:32])[CH2:35][CH2:36][CH2:37][CH2:38][CH2:39][CH2:40][CH2:41][CH2:42][CH2:43][CH2:44][CH3:45]. The yield is 0.920. (4) The reactants are [Br:1][C:2]1[CH:3]=[C:4]2[C:9](=[CH:10][CH:11]=1)[N:8]=[C:7]([CH2:12]Cl)[N:6]([C:14]1[CH:19]=[CH:18][CH:17]=[CH:16][C:15]=1[Cl:20])[C:5]2=[O:21].O.[SH:23][C:24]1[N:32]=[CH:31][N:30]=[C:29]2[C:25]=1[NH:26][CH:27]=[N:28]2.C([O-])([O-])=O.[K+].[K+]. The catalyst is CN(C=O)C. The product is [Br:1][C:2]1[CH:3]=[C:4]2[C:9](=[CH:10][CH:11]=1)[N:8]=[C:7]([CH2:12][S:23][C:24]1[N:32]=[CH:31][N:30]=[C:29]3[C:25]=1[N:26]=[CH:27][NH:28]3)[N:6]([C:14]1[CH:19]=[CH:18][CH:17]=[CH:16][C:15]=1[Cl:20])[C:5]2=[O:21]. The yield is 0.470. (5) The reactants are [C:1](O)(=[O:4])[C:2]#[CH:3].C1(N=C=NC2CCCCC2)CCCCC1.[NH2:21][C:22]1[CH:23]=[C:24]([CH:41]=[CH:42][CH:43]=1)[O:25][C:26]1[CH:27]=[CH:28][C:29]2[N:30]([CH:32]=[C:33]([NH:35][C:36]([CH:38]3[CH2:40][CH2:39]3)=[O:37])[N:34]=2)[N:31]=1. The catalyst is O1CCCC1.CN(C)C=O. The product is [C:1]([NH:21][C:22]1[CH:23]=[C:24]([CH:41]=[CH:42][CH:43]=1)[O:25][C:26]1[CH:27]=[CH:28][C:29]2[N:30]([CH:32]=[C:33]([NH:35][C:36]([CH:38]3[CH2:40][CH2:39]3)=[O:37])[N:34]=2)[N:31]=1)(=[O:4])[C:2]#[CH:3]. The yield is 0.210. (6) The reactants are [CH3:1][C:2]1[C:7]([C:8]2[C:9]([CH3:29])=[C:10]([CH:26]=[CH:27][CH:28]=2)[CH2:11][NH:12][C:13]2[CH:25]=[CH:24][C:16]3[C@H:17]([CH2:20][C:21]([OH:23])=[O:22])[CH2:18][O:19][C:15]=3[CH:14]=2)=[C:6]([CH3:30])[N:5]=[C:4]([N:31]2[CH2:36][CH2:35][O:34][CH2:33][CH2:32]2)[N:3]=1.[NH2:37][C:38]([CH2:43][OH:44])([CH2:41][OH:42])[CH2:39][OH:40]. The catalyst is CO. The product is [CH3:30][C:6]1[C:7]([C:8]2[C:9]([CH3:29])=[C:10]([CH:26]=[CH:27][CH:28]=2)[CH2:11][NH:12][C:13]2[CH:25]=[CH:24][C:16]3[C@H:17]([CH2:20][C:21]([O-:23])=[O:22])[CH2:18][O:19][C:15]=3[CH:14]=2)=[C:2]([CH3:1])[N:3]=[C:4]([N:31]2[CH2:36][CH2:35][O:34][CH2:33][CH2:32]2)[N:5]=1.[OH:40][CH2:39][C:38]([CH2:43][OH:44])([NH3+:37])[CH2:41][OH:42]. The yield is 0.870. (7) The reactants are Cl[C:2]1[N:7]=[C:6]([N:8]([CH3:26])[CH:9]2[CH2:25][CH2:24][C:12]3([CH2:16][N:15]([C:17]([O:19][C:20]([CH3:23])([CH3:22])[CH3:21])=[O:18])[CH2:14][CH2:13]3)[CH2:11][CH2:10]2)[CH:5]=[CH:4][N:3]=1.Cl.[CH3:28][N:29]1[CH:33]=[C:32]([NH2:34])[CH:31]=[N:30]1.CCN(C(C)C)C(C)C. The catalyst is CCCCO. The product is [CH3:26][N:8]([C:6]1[CH:5]=[CH:4][N:3]=[C:2]([NH:34][C:32]2[CH:31]=[N:30][N:29]([CH3:28])[CH:33]=2)[N:7]=1)[CH:9]1[CH2:25][CH2:24][C:12]2([CH2:16][N:15]([C:17]([O:19][C:20]([CH3:23])([CH3:22])[CH3:21])=[O:18])[CH2:14][CH2:13]2)[CH2:11][CH2:10]1. The yield is 0.630. (8) The reactants are O1C2C=CC=CC=2C=C1C1CCCOC1[N:16]1[C:24]2[C:19](=[CH:20][C:21]([C:25]([NH:27][CH:28]([CH3:30])[CH3:29])=[O:26])=[CH:22][CH:23]=2)[CH:18]=[N:17]1.Cl.O1[CH2:37][CH2:36][O:35][CH2:34][CH2:33]1. No catalyst specified. The product is [O:35]1[C:36]2[CH:37]=[CH:18][CH:19]=[CH:20][C:21]=2[CH:33]=[C:34]1[C:18]1[C:19]2[C:24](=[CH:23][CH:22]=[C:21]([C:25]([NH:27][CH:28]([CH3:29])[CH3:30])=[O:26])[CH:20]=2)[NH:16][N:17]=1. The yield is 0.0700. (9) The reactants are [Cl:1][C:2]1[CH:3]=[C:4]([CH2:9][CH2:10][CH2:11][N:12]([CH3:24])[C:13](=[O:23])[CH:14]=[C:15]2[C:19](=[O:20])OC(C)(C)[O:16]2)[CH:5]=[CH:6][C:7]=1[Cl:8].C=O.[CH3:27][NH2:28].[CH3:29]O. No catalyst specified. The product is [Cl:1][C:2]1[CH:3]=[C:4]([CH2:9][CH2:10][CH2:11][N:12]([CH3:24])[C:13]([C:14]2[CH2:27][N:28]([CH3:29])[C:19](=[O:20])[C:15]=2[OH:16])=[O:23])[CH:5]=[CH:6][C:7]=1[Cl:8]. The yield is 0.520. (10) The reactants are [C:1]1([CH:7]=O)[CH:6]=[CH:5][CH:4]=[CH:3][CH:2]=1.[NH2:9][C:10]1[CH:15]=[CH:14][C:13]([CH2:16][CH2:17][CH:18]([CH2:23][CH2:24][CH2:25][C:26]2[CH:31]=[CH:30][CH:29]=[CH:28][CH:27]=2)[C:19]([O:21][CH3:22])=[O:20])=[CH:12][CH:11]=1.[BH-](OC(C)=O)(OC(C)=O)OC(C)=O.[Na+].O. The catalyst is C(Cl)CCl. The product is [CH2:7]([NH:9][C:10]1[CH:11]=[CH:12][C:13]([CH2:16][CH2:17][CH:18]([CH2:23][CH2:24][CH2:25][C:26]2[CH:27]=[CH:28][CH:29]=[CH:30][CH:31]=2)[C:19]([O:21][CH3:22])=[O:20])=[CH:14][CH:15]=1)[C:1]1[CH:6]=[CH:5][CH:4]=[CH:3][CH:2]=1. The yield is 0.590.